This data is from Peptide-MHC class I binding affinity with 185,985 pairs from IEDB/IMGT. The task is: Regression. Given a peptide amino acid sequence and an MHC pseudo amino acid sequence, predict their binding affinity value. This is MHC class I binding data. (1) The peptide sequence is ETKGKRRLL. The MHC is HLA-A30:01 with pseudo-sequence HLA-A30:01. The binding affinity (normalized) is 0.0847. (2) The peptide sequence is GINPNMSCD. The MHC is H-2-Kb with pseudo-sequence H-2-Kb. The binding affinity (normalized) is 0.